From a dataset of Catalyst prediction with 721,799 reactions and 888 catalyst types from USPTO. Predict which catalyst facilitates the given reaction. Reactant: [NH2:1][CH2:2][C:3]1[CH:4]=[CH:5][C:6]([Cl:23])=[C:7]([C:9]2[NH:10][C:11](=[O:22])[N:12]([C:14]3[CH:19]=[CH:18][C:17]([Cl:20])=[C:16]([CH3:21])[CH:15]=3)[N:13]=2)[CH:8]=1.[C:24](Cl)(=[O:29])[C:25]([CH3:28])([CH3:27])[CH3:26]. Product: [Cl:23][C:6]1[CH:5]=[CH:4][C:3]([CH2:2][NH:1][C:24](=[O:29])[C:25]([CH3:28])([CH3:27])[CH3:26])=[CH:8][C:7]=1[C:9]1[NH:10][C:11](=[O:22])[N:12]([C:14]2[CH:19]=[CH:18][C:17]([Cl:20])=[C:16]([CH3:21])[CH:15]=2)[N:13]=1. The catalyst class is: 1.